Task: Predict which catalyst facilitates the given reaction.. Dataset: Catalyst prediction with 721,799 reactions and 888 catalyst types from USPTO The catalyst class is: 2. Reactant: [C:1]([C:4]1[C:9]([O:10][CH:11]2[CH2:16][CH2:15][N:14](C(OC(C)(C)C)=O)[CH2:13][CH2:12]2)=[CH:8][C:7](=[O:24])[N:6]([C:25]2[CH:30]=[CH:29][C:28]([C:31]#[N:32])=[C:27]([F:33])[CH:26]=2)[N:5]=1)(=O)[NH2:2].[ClH:34].O1CCOCC1.CCOCC. Product: [ClH:34].[C:31]([C:28]1[CH:29]=[CH:30][C:25]([N:6]2[C:7](=[O:24])[CH:8]=[C:9]([O:10][CH:11]3[CH2:12][CH2:13][NH:14][CH2:15][CH2:16]3)[C:4]([C:1]#[N:2])=[N:5]2)=[CH:26][C:27]=1[F:33])#[N:32].